From a dataset of Reaction yield outcomes from USPTO patents with 853,638 reactions. Predict the reaction yield, written as a fraction of the theoretical maximum amount of product (1.0 means a 100% yield; for example, 0.34 means a 34% yield). (1) The yield is 0.640. The catalyst is C1COCC1. The reactants are [Si]([O:18][C@@H:19]([CH3:46])[C:20]([N:22]1[N:26]=[C:25]([C:27]2[CH:32]=[C:31]([F:33])[CH:30]=[CH:29][C:28]=2[F:34])[S:24][C@@:23]1([CH2:41][O:42][CH2:43][O:44][CH3:45])[C:35]1[CH:40]=[CH:39][CH:38]=[CH:37][CH:36]=1)=[O:21])(C(C)(C)C)(C1C=CC=CC=1)C1C=CC=CC=1.CCCC[N+](CCCC)(CCCC)CCCC.[F-].Cl. The product is [F:34][C:28]1[CH:29]=[CH:30][C:31]([F:33])=[CH:32][C:27]=1[C:25]1[S:24][C@@:23]([CH2:41][O:42][CH2:43][O:44][CH3:45])([C:35]2[CH:36]=[CH:37][CH:38]=[CH:39][CH:40]=2)[N:22]([C:20](=[O:21])[C@@H:19]([OH:18])[CH3:46])[N:26]=1. (2) The reactants are [C:1]([C:3]1[CH:13]=[CH:12][C:6]([C:7](OCC)=[O:8])=[CH:5][CH:4]=1)#[N:2].O.[NH2:15][NH2:16]. The catalyst is C(O)C. The product is [C:1]([C:3]1[CH:13]=[CH:12][C:6]([C:7]([NH:15][NH2:16])=[O:8])=[CH:5][CH:4]=1)#[N:2]. The yield is 0.900.